This data is from Forward reaction prediction with 1.9M reactions from USPTO patents (1976-2016). The task is: Predict the product of the given reaction. (1) Given the reactants [O:1]1[C:5]2[CH:6]=[CH:7][C:8]([S:10]([N:13]([CH2:42][CH:43]([CH3:45])[CH3:44])[CH2:14][C@@H:15]([OH:41])[C@@H:16]([NH:29][C:30](=[O:40])[O:31][C@@H:32]3[C@H:39]4[C@H:35]([O:36][CH2:37][CH2:38]4)[O:34][CH2:33]3)[CH2:17][C:18]3[CH:23]=[CH:22][C:21]([O:24][CH2:25][CH2:26][CH2:27][OH:28])=[CH:20][CH:19]=3)(=[O:12])=[O:11])=[CH:9][C:4]=2[O:3][CH2:2]1.Cl[C:47]([O:49][C:50]1[CH:55]=[CH:54][C:53]([N+:56]([O-:58])=[O:57])=[CH:52][CH:51]=1)=[O:48], predict the reaction product. The product is: [C:47](=[O:48])([O:49][C:50]1[CH:51]=[CH:52][C:53]([N+:56]([O-:58])=[O:57])=[CH:54][CH:55]=1)[O:28][CH2:27][CH2:26][CH2:25][O:24][C:21]1[CH:22]=[CH:23][C:18]([CH2:17][C@H:16]([NH:29][C:30]([O:31][C@@H:32]2[C@H:39]3[C@H:35]([O:36][CH2:37][CH2:38]3)[O:34][CH2:33]2)=[O:40])[C@H:15]([OH:41])[CH2:14][N:13]([S:10]([C:8]2[CH:7]=[CH:6][C:5]3[O:1][CH2:2][O:3][C:4]=3[CH:9]=2)(=[O:12])=[O:11])[CH2:42][CH:43]([CH3:45])[CH3:44])=[CH:19][CH:20]=1. (2) Given the reactants [Cl:1][C:2]1[CH:7]=[CH:6][C:5]([CH:8]([C:26]2[CH:31]=[CH:30][C:29]([Cl:32])=[CH:28][CH:27]=2)[C:9]2[CH:10]=[C:11]3[C:16](=[CH:17][CH:18]=2)[N:15]=[N:14][CH:13]=[C:12]3[NH:19][CH:20]2[CH2:25][CH2:24][NH:23][CH2:22][CH2:21]2)=[CH:4][CH:3]=1.C(N(CC)CC)C.Cl[S:41]([C:44]1[S:48][CH:47]=[C:46]([C:49]([O:51][CH3:52])=[O:50])[CH:45]=1)(=[O:43])=[O:42], predict the reaction product. The product is: [Cl:1][C:2]1[CH:7]=[CH:6][C:5]([CH:8]([C:26]2[CH:27]=[CH:28][C:29]([Cl:32])=[CH:30][CH:31]=2)[C:9]2[CH:10]=[C:11]3[C:16](=[CH:17][CH:18]=2)[N:15]=[N:14][CH:13]=[C:12]3[NH:19][CH:20]2[CH2:21][CH2:22][N:23]([S:41]([C:44]3[S:48][CH:47]=[C:46]([C:49]([O:51][CH3:52])=[O:50])[CH:45]=3)(=[O:42])=[O:43])[CH2:24][CH2:25]2)=[CH:4][CH:3]=1. (3) Given the reactants [NH2:1][CH2:2][CH2:3][CH2:4][CH2:5][CH2:6][CH2:7][NH2:8].[C:9]1(=[O:15])[O:14][C:12](=[O:13])[CH:11]=[CH:10]1, predict the reaction product. The product is: [NH2:1][CH2:2][CH2:3][CH2:4][CH2:5][CH2:6][CH2:7][NH:8][C:9](=[O:15])/[CH:10]=[CH:11]\[C:12]([OH:14])=[O:13]. (4) Given the reactants [OH-].[Li+].[CH3:3][O:4][C:5]1[CH:6]=[C:7]([CH:10]=[CH:11][C:12]=1[N:13]1[CH:17]=[C:16]([CH3:18])[N:15]=[CH:14]1)[CH:8]=O.[F:19][C:20]1[C:25]([C@H:26]2[N:34]3[C@@H:29]([CH2:30][CH2:31][CH:32](P(=O)(OCC)OCC)[C:33]3=[O:35])[CH2:28][CH2:27]2)=[CH:24][CH:23]=[C:22]([F:44])[N:21]=1.C(O)C, predict the reaction product. The product is: [F:19][C:20]1[C:25]([C@H:26]2[N:34]3[C@@H:29]([CH2:30][CH2:31]/[C:32](=[CH:8]\[C:7]4[CH:10]=[CH:11][C:12]([N:13]5[CH:17]=[C:16]([CH3:18])[N:15]=[CH:14]5)=[C:5]([O:4][CH3:3])[CH:6]=4)/[C:33]3=[O:35])[CH2:28][CH2:27]2)=[CH:24][CH:23]=[C:22]([F:44])[N:21]=1. (5) Given the reactants C([O:3][C:4]1[CH:9]=[C:8]([C:10]2[N:15]3[CH:16]=[CH:17][N:18]=[C:14]3[C:13]([NH:19][C:20]3[CH:35]=[CH:34][C:23]([C:24]([NH:26][CH2:27][C:28]4[CH:29]=[N:30][CH:31]=[CH:32][CH:33]=4)=[O:25])=[CH:22][CH:21]=3)=[N:12][CH:11]=2)[CH:7]=[CH:6][N:5]=1)C.Cl.[NH+]1C=CC=CC=1, predict the reaction product. The product is: [O:3]=[C:4]1[CH:9]=[C:8]([C:10]2[N:15]3[CH:16]=[CH:17][N:18]=[C:14]3[C:13]([NH:19][C:20]3[CH:21]=[CH:22][C:23]([C:24]([NH:26][CH2:27][C:28]4[CH:29]=[N:30][CH:31]=[CH:32][CH:33]=4)=[O:25])=[CH:34][CH:35]=3)=[N:12][CH:11]=2)[CH:7]=[CH:6][NH:5]1. (6) Given the reactants [F:1][C:2]([F:30])([F:29])[C:3]1[CH:4]=[C:5]([C@H:13]2[O:17][C:16](=[O:18])[N:15]([CH2:19][C:20]3[C:25]([Br:26])=[CH:24][CH:23]=[C:22](Cl)[N:21]=3)[C@H:14]2[CH3:28])[CH:6]=[C:7]([C:9]([F:12])([F:11])[F:10])[CH:8]=1.Cl.[F:32][CH:33]1[CH2:36][NH:35][CH2:34]1.C(=O)(O)[O-].[Na+], predict the reaction product. The product is: [F:1][C:2]([F:30])([F:29])[C:3]1[CH:4]=[C:5]([C@H:13]2[O:17][C:16](=[O:18])[N:15]([CH2:19][C:20]3[C:25]([Br:26])=[CH:24][CH:23]=[C:22]([N:35]4[CH2:36][CH:33]([F:32])[CH2:34]4)[N:21]=3)[C@H:14]2[CH3:28])[CH:6]=[C:7]([C:9]([F:12])([F:11])[F:10])[CH:8]=1.